Dataset: Forward reaction prediction with 1.9M reactions from USPTO patents (1976-2016). Task: Predict the product of the given reaction. Given the reactants [NH2:1][C:2]1[C:31](I)=[CH:30][C:5]([CH2:6][C@H:7]2[C@H:15]3[C@@H:11]([N:12]([CH2:17][C:18]4[CH:23]=[CH:22][CH:21]=[C:20]([C:24]([CH3:27])([CH3:26])[CH3:25])[CH:19]=4)[C:13](=[O:16])[O:14]3)[CH2:10][S:9](=[O:29])(=[O:28])[CH2:8]2)=[CH:4][C:3]=1[F:33].CCN(CC)CC.[CH3:41][CH:42]([CH3:45])[C:43]#[CH:44], predict the reaction product. The product is: [NH2:1][C:2]1[C:31]([C:44]#[C:43][CH:42]([CH3:45])[CH3:41])=[CH:30][C:5]([CH2:6][C@H:7]2[C@H:15]3[C@@H:11]([N:12]([CH2:17][C:18]4[CH:23]=[CH:22][CH:21]=[C:20]([C:24]([CH3:27])([CH3:26])[CH3:25])[CH:19]=4)[C:13](=[O:16])[O:14]3)[CH2:10][S:9](=[O:29])(=[O:28])[CH2:8]2)=[CH:4][C:3]=1[F:33].